This data is from Full USPTO retrosynthesis dataset with 1.9M reactions from patents (1976-2016). The task is: Predict the reactants needed to synthesize the given product. Given the product [CH2:1]([O:3][C:4]1[N:9]=[C:8]([CH:10]=[O:19])[C:7]([N+:15]([O-:17])=[O:16])=[CH:6][CH:5]=1)[CH3:2], predict the reactants needed to synthesize it. The reactants are: [CH2:1]([O:3][C:4]1[N:9]=[C:8](/[CH:10]=C/N(C)C)[C:7]([N+:15]([O-:17])=[O:16])=[CH:6][CH:5]=1)[CH3:2].I([O-])(=O)(=O)=[O:19].[Na+].